Dataset: Full USPTO retrosynthesis dataset with 1.9M reactions from patents (1976-2016). Task: Predict the reactants needed to synthesize the given product. Given the product [CH3:1][O:2][C:3]1[CH:32]=[C:31]([O:33][CH3:34])[CH:30]=[CH:29][C:4]=1[CH2:5][N:6]1[C:10]([C:11]2[C:19]3[C:14](=[N:15][CH:16]=[CH:17][CH:18]=3)[N:13]([CH2:20][C:21]3[CH:26]=[CH:25][CH:24]=[CH:23][C:22]=3[F:27])[N:12]=2)=[N:9][N:8]([CH2:38][CH2:39][CH3:40])[C:7]1=[O:28], predict the reactants needed to synthesize it. The reactants are: [CH3:1][O:2][C:3]1[CH:32]=[C:31]([O:33][CH3:34])[CH:30]=[CH:29][C:4]=1[CH2:5][N:6]1[C:10]([C:11]2[C:19]3[C:14](=[N:15][CH:16]=[CH:17][CH:18]=3)[N:13]([CH2:20][C:21]3[CH:26]=[CH:25][CH:24]=[CH:23][C:22]=3[F:27])[N:12]=2)=[N:9][NH:8][C:7]1=[O:28].[H-].[Na+].I[CH2:38][CH2:39][CH3:40].